Dataset: Reaction yield outcomes from USPTO patents with 853,638 reactions. Task: Predict the reaction yield, written as a fraction of the theoretical maximum amount of product (1.0 means a 100% yield; for example, 0.34 means a 34% yield). (1) The reactants are [F:1][C:2]([F:39])([F:38])[C:3]1[CH:4]=[C:5]([C:13]([CH3:37])([CH3:36])[C:14]([N:16]([C:18]2[CH:19]=[N:20][C:21]([NH:31][CH2:32][CH2:33]SC)=[CH:22][C:23]=2[C:24]2[CH:29]=[CH:28][CH:27]=[CH:26][C:25]=2[Cl:30])[CH3:17])=[O:15])[CH:6]=[C:7]([C:9]([F:12])([F:11])[F:10])[CH:8]=1.[OH:40][S:41]([O-:44])(=O)=O.OS(O[O-])(=O)=O.OS(O[O-])(=O)=O.[O-]S([O-])(=O)=O.[K+].[K+].[K+].[K+].[K+].[CH3:67]O. No catalyst specified. The product is [F:39][C:2]([F:1])([F:38])[C:3]1[CH:4]=[C:5]([C:13]([CH3:37])([CH3:36])[C:14]([N:16]([C:18]2[CH:19]=[N:20][C:21]([NH:31][CH2:32][CH2:33][S:41]([CH3:67])(=[O:44])=[O:40])=[CH:22][C:23]=2[C:24]2[CH:29]=[CH:28][CH:27]=[CH:26][C:25]=2[Cl:30])[CH3:17])=[O:15])[CH:6]=[C:7]([C:9]([F:11])([F:12])[F:10])[CH:8]=1. The yield is 0.550. (2) The reactants are [Br:1][C:2]1[CH:7]=[CH:6][C:5]([O:8][CH3:9])=[CH:4][C:3]=1[NH2:10].C(O[CH:14]=[C:15]([C:21]([O:23][CH2:24][CH3:25])=[O:22])[C:16]([O:18][CH2:19][CH3:20])=[O:17])C. No catalyst specified. The product is [CH2:19]([O:18][C:16](=[O:17])[C:15](=[CH:14][NH:10][C:3]1[CH:4]=[C:5]([O:8][CH3:9])[CH:6]=[CH:7][C:2]=1[Br:1])[C:21]([O:23][CH2:24][CH3:25])=[O:22])[CH3:20]. The yield is 0.810.